From a dataset of NCI-60 drug combinations with 297,098 pairs across 59 cell lines. Regression. Given two drug SMILES strings and cell line genomic features, predict the synergy score measuring deviation from expected non-interaction effect. (1) Cell line: HCC-2998. Drug 1: C1=CC(=C2C(=C1NCCNCCO)C(=O)C3=C(C=CC(=C3C2=O)O)O)NCCNCCO. Drug 2: C1CN(CCN1C(=O)CCBr)C(=O)CCBr. Synergy scores: CSS=39.5, Synergy_ZIP=-7.73, Synergy_Bliss=-5.24, Synergy_Loewe=-21.5, Synergy_HSA=-1.02. (2) Drug 1: CCC1(CC2CC(C3=C(CCN(C2)C1)C4=CC=CC=C4N3)(C5=C(C=C6C(=C5)C78CCN9C7C(C=CC9)(C(C(C8N6C=O)(C(=O)OC)O)OC(=O)C)CC)OC)C(=O)OC)O.OS(=O)(=O)O. Drug 2: C1C(C(OC1N2C=NC3=C2NC=NCC3O)CO)O. Cell line: CCRF-CEM. Synergy scores: CSS=6.47, Synergy_ZIP=1.50, Synergy_Bliss=-0.0684, Synergy_Loewe=-24.7, Synergy_HSA=-4.01. (3) Drug 1: C1CN(P(=O)(OC1)NCCCl)CCCl. Drug 2: COCCOC1=C(C=C2C(=C1)C(=NC=N2)NC3=CC=CC(=C3)C#C)OCCOC.Cl. Cell line: KM12. Synergy scores: CSS=-1.18, Synergy_ZIP=1.69, Synergy_Bliss=4.28, Synergy_Loewe=0.827, Synergy_HSA=0.515. (4) Drug 1: CCCS(=O)(=O)NC1=C(C(=C(C=C1)F)C(=O)C2=CNC3=C2C=C(C=N3)C4=CC=C(C=C4)Cl)F. Drug 2: CC1CCCC2(C(O2)CC(NC(=O)CC(C(C(=O)C(C1O)C)(C)C)O)C(=CC3=CSC(=N3)C)C)C. Cell line: T-47D. Synergy scores: CSS=5.02, Synergy_ZIP=0.261, Synergy_Bliss=6.14, Synergy_Loewe=3.65, Synergy_HSA=4.84. (5) Drug 1: C1=CC(=CC=C1CCCC(=O)O)N(CCCl)CCCl. Drug 2: C1C(C(OC1N2C=NC(=NC2=O)N)CO)O. Cell line: HCT-15. Synergy scores: CSS=10.7, Synergy_ZIP=-12.5, Synergy_Bliss=-7.36, Synergy_Loewe=-6.53, Synergy_HSA=-5.13. (6) Drug 1: C1=CC(=CC=C1CCC2=CNC3=C2C(=O)NC(=N3)N)C(=O)NC(CCC(=O)O)C(=O)O. Drug 2: C1C(C(OC1N2C=NC(=NC2=O)N)CO)O. Cell line: SW-620. Synergy scores: CSS=48.7, Synergy_ZIP=1.77, Synergy_Bliss=1.43, Synergy_Loewe=8.65, Synergy_HSA=9.51.